From a dataset of Reaction yield outcomes from USPTO patents with 853,638 reactions. Predict the reaction yield, written as a fraction of the theoretical maximum amount of product (1.0 means a 100% yield; for example, 0.34 means a 34% yield). (1) The reactants are [NH2:1][C:2]1[CH:7]=[CH:6][C:5]([C:8]([CH3:13])([CH2:11][OH:12])[CH2:9][OH:10])=[CH:4][CH:3]=1.Cl[C:15]([O:17][C:18]1[CH:23]=[CH:22][CH:21]=[CH:20][CH:19]=1)=[O:16]. The catalyst is C([O-])(O)=O.[Na+].O.C1COCC1. The product is [OH:10][CH2:9][C:8]([C:5]1[CH:4]=[CH:3][C:2]([NH:1][C:15](=[O:16])[O:17][C:18]2[CH:23]=[CH:22][CH:21]=[CH:20][CH:19]=2)=[CH:7][CH:6]=1)([CH3:13])[CH2:11][OH:12]. The yield is 0.600. (2) The reactants are Br[CH2:2][CH2:3][CH:4]=[CH2:5].[C:6]1(=[O:16])[NH:10][C:9](=[O:11])[C:8]2=[CH:12][CH:13]=[CH:14][CH:15]=[C:7]12.[K]. The catalyst is CN(C=O)C.CCOCC. The product is [CH2:2]([N:10]1[C:6](=[O:16])[C:7]2[C:8](=[CH:12][CH:13]=[CH:14][CH:15]=2)[C:9]1=[O:11])[CH2:3][CH:4]=[CH2:5]. The yield is 0.860. (3) The reactants are [C:1]([C:3]1[C:12]2[C:7](=[CH:8][CH:9]=[CH:10][CH:11]=2)[CH:6]=[CH:5][CH:4]=1)#[CH:2].CN1C(C)(C)CCCC1(C)C.Cl[C:25]([O:27][CH2:28][CH3:29])=[O:26]. The catalyst is CN(C)C1C=CN=CC=1.C1C=CC([P]([Pd]([P](C2C=CC=CC=2)(C2C=CC=CC=2)C2C=CC=CC=2)([P](C2C=CC=CC=2)(C2C=CC=CC=2)C2C=CC=CC=2)[P](C2C=CC=CC=2)(C2C=CC=CC=2)C2C=CC=CC=2)(C2C=CC=CC=2)C2C=CC=CC=2)=CC=1.C(#N)C. The product is [C:3]1([C:1]#[C:2][C:25]([O:27][CH2:28][CH3:29])=[O:26])[C:12]2[C:7](=[CH:8][CH:9]=[CH:10][CH:11]=2)[CH:6]=[CH:5][CH:4]=1. The yield is 0.360.